This data is from Reaction yield outcomes from USPTO patents with 853,638 reactions. The task is: Predict the reaction yield, written as a fraction of the theoretical maximum amount of product (1.0 means a 100% yield; for example, 0.34 means a 34% yield). (1) The reactants are [C:1](=[O:4])([O-])[O-:2].[Na+].[Na+].[Br:7][C:8]1[CH:13]=[CH:12][C:11](C)=[C:10]([N+:15]([O-:17])=[O:16])[CH:9]=1.[Mn]([O-])(=O)(=O)=O.[K+]. The catalyst is O. The product is [Br:7][C:8]1[CH:13]=[CH:12][C:11]([C:1]([OH:2])=[O:4])=[C:10]([N+:15]([O-:17])=[O:16])[CH:9]=1. The yield is 0.260. (2) The reactants are [CH2:1]([N:8]1[CH2:13][CH2:12][NH:11][CH2:10][CH:9]1[C:14]([O:16][CH2:17][CH3:18])=[O:15])[C:2]1[CH:7]=[CH:6][CH:5]=[CH:4][CH:3]=1.[CH:19]1[C:28]2[C:23](=[CH:24][CH:25]=[CH:26][CH:27]=2)[CH:22]=[CH:21][C:20]=1[S:29](Cl)(=[O:31])=[O:30]. No catalyst specified. The product is [CH2:1]([N:8]1[CH2:13][CH2:12][N:11]([S:29]([C:20]2[CH:21]=[CH:22][C:23]3[C:28](=[CH:27][CH:26]=[CH:25][CH:24]=3)[CH:19]=2)(=[O:31])=[O:30])[CH2:10][CH:9]1[C:14]([O:16][CH2:17][CH3:18])=[O:15])[C:2]1[CH:3]=[CH:4][CH:5]=[CH:6][CH:7]=1. The yield is 0.930. (3) The reactants are [CH2:1]([O:8][C:9]([CH2:11][CH2:12][CH2:13]OC1C=CC(B(O)O)=CC=1)=[O:10])[C:2]1[CH:7]=[CH:6][CH:5]=[CH:4][CH:3]=1.[B:24]([C:27]1[CH:32]=[CH:31][C:30](CCCC(O)=O)=[CH:29][CH:28]=1)([OH:26])[OH:25].C(Br)C1C=CC=CC=1. No catalyst specified. The product is [CH2:1]([O:8][C:9]([CH2:11][CH2:12][CH2:13][C:30]1[CH:31]=[CH:32][C:27]([B:24]([OH:26])[OH:25])=[CH:28][CH:29]=1)=[O:10])[C:2]1[CH:3]=[CH:4][CH:5]=[CH:6][CH:7]=1. The yield is 0.690. (4) The reactants are [CH2:1]([O:8][C:9]1[CH:10]=[C:11]2[C:16](=[CH:17][CH:18]=1)[CH2:15][CH:14]([CH:19]([O:38][Si:39]([C:42]([CH3:45])([CH3:44])[CH3:43])([CH3:41])[CH3:40])[C:20]1[O:21][C:22]([Sn](CCCC)(CCCC)CCCC)=[CH:23][N:24]=1)[CH2:13][CH2:12]2)[C:2]1[CH:7]=[CH:6][CH:5]=[CH:4][CH:3]=1.Br[C:47]1[CH:52]=[CH:51][CH:50]=[CH:49][N:48]=1. No catalyst specified. The product is [CH2:1]([O:8][C:9]1[CH:10]=[C:11]2[C:16](=[CH:17][CH:18]=1)[CH2:15][CH:14]([CH:19]([O:38][Si:39]([C:42]([CH3:43])([CH3:44])[CH3:45])([CH3:40])[CH3:41])[C:20]1[O:21][C:22]([C:47]3[CH:52]=[CH:51][CH:50]=[CH:49][N:48]=3)=[CH:23][N:24]=1)[CH2:13][CH2:12]2)[C:2]1[CH:3]=[CH:4][CH:5]=[CH:6][CH:7]=1. The yield is 0.740. (5) The reactants are [CH2:1]([NH2:4])[C:2]#[CH:3].[F:5][C:6]([F:12])([F:11])[C:7](OC)=[O:8]. No catalyst specified. The product is [CH2:1]([NH:4][C:7](=[O:8])[C:6]([F:12])([F:11])[F:5])[C:2]#[CH:3]. The yield is 0.870. (6) The reactants are [Cl:1][C:2]1[CH:10]=[C:9]2[C:5]([C:6]([CH:11]=[O:12])=[CH:7][NH:8]2)=[CH:4][C:3]=1[C:13]1[CH:24]=[CH:23][C:16]([O:17][CH2:18][C:19]([NH:21][CH3:22])=[O:20])=[CH:15][CH:14]=1.CC(=CC)C.Cl([O-])=[O:31].[Na+].P([O-])([O-])([O-])=O.[Na+].[Na+].[Na+]. The catalyst is C(#N)C.C(O)(C)(C)C.O. The product is [Cl:1][C:2]1[CH:10]=[C:9]2[C:5]([C:6]([C:11]([OH:31])=[O:12])=[CH:7][NH:8]2)=[CH:4][C:3]=1[C:13]1[CH:14]=[CH:15][C:16]([O:17][CH2:18][C:19]([NH:21][CH3:22])=[O:20])=[CH:23][CH:24]=1. The yield is 0.470.